Task: Predict which catalyst facilitates the given reaction.. Dataset: Catalyst prediction with 721,799 reactions and 888 catalyst types from USPTO Reactant: [Cl:1][C:2]1[CH:14]=[CH:13][CH:12]=[CH:11][C:3]=1[C:4]([NH:6][CH2:7][C:8]([OH:10])=[O:9])=[O:5].[F:15][C:16]([F:27])([F:26])[C:17]([O:19]C(=O)C(F)(F)F)=[O:18]. Product: [Cl:1][C:2]1[CH:14]=[CH:13][CH:12]=[CH:11][C:3]=1[C:4]([NH:6][CH:7]([C:17]([OH:19])([OH:18])[C:16]([F:27])([F:26])[F:15])[C:8]([OH:10])=[O:9])=[O:5]. The catalyst class is: 21.